This data is from Forward reaction prediction with 1.9M reactions from USPTO patents (1976-2016). The task is: Predict the product of the given reaction. Given the reactants C(O[C:4]([N:6]1[CH2:10][CH2:9][CH2:8][C@H:7]1[CH2:11][NH:12][C:13]1[CH:14]=[CH:15][C:16]2[N:17]([C:19](Br)=[CH:20][N:21]=2)[N:18]=1)=[O:5])=C.[CH3:23][O:24][C:25]1[CH:30]=[CH:29][CH:28]=[CH:27][C:26]=1B(O)O.C([O-])([O-])=O.[K+].[K+], predict the reaction product. The product is: [CH3:23][O:24][C:25]1[CH:30]=[CH:29][CH:28]=[CH:27][C:26]=1[C:19]1[N:17]2[N:18]=[C:13]([N:12]3[CH2:11][C@@H:7]4[CH2:8][CH2:9][CH2:10][N:6]4[C:4]3=[O:5])[CH:14]=[CH:15][C:16]2=[N:21][CH:20]=1.